From a dataset of Forward reaction prediction with 1.9M reactions from USPTO patents (1976-2016). Predict the product of the given reaction. Given the reactants [Br:1][C:2]1[CH:7]=[CH:6][C:5]([N+:8]([O-:10])=[O:9])=[C:4](F)[CH:3]=1.[CH3:12][CH:13]([S-:15])[CH3:14].[Na+].O.C(#N)C, predict the reaction product. The product is: [Br:1][C:2]1[CH:7]=[CH:6][C:5]([N+:8]([O-:10])=[O:9])=[C:4]([S:15][CH:13]([CH3:14])[CH3:12])[CH:3]=1.